Dataset: Catalyst prediction with 721,799 reactions and 888 catalyst types from USPTO. Task: Predict which catalyst facilitates the given reaction. (1) Reactant: Cl.C(OC([NH:9][N:10]1[C:14]2[CH:15]=[CH:16][CH:17]=[CH:18][C:13]=2[N:12]=[C:11]1[S:19][CH2:20][C:21]1[C:26]([CH3:27])=[C:25]([O:28][CH2:29][C:30]([F:33])([F:32])[F:31])[CH:24]=[CH:23][N:22]=1)=O)(C)(C)C. Product: [NH2:9][N:10]1[C:14]2[CH:15]=[CH:16][CH:17]=[CH:18][C:13]=2[N:12]=[C:11]1[S:19][CH2:20][C:21]1[C:26]([CH3:27])=[C:25]([O:28][CH2:29][C:30]([F:33])([F:32])[F:31])[CH:24]=[CH:23][N:22]=1. The catalyst class is: 12. (2) Reactant: [C:1]([C:5]1[CH:6]=[C:7]([NH:28][C:29]([NH:31][C@@H:32]2[C:41]3[C:36](=[CH:37][CH:38]=[CH:39][CH:40]=3)[C@H:35]([O:42][C:43]3[CH:44]=[CH:45][C:46]4[N:47]([C:49]([N:52]5[CH2:57][CH2:56][CH2:55][CH2:54][CH2:53]5)=[N:50][N:51]=4)[CH:48]=3)[CH2:34][CH2:33]2)=[O:30])[N:8]([C:10]2[CH:15]=[CH:14][C:13]([O:16][Si](C(C)C)(C(C)C)C(C)C)=[C:12]([Cl:27])[CH:11]=2)[N:9]=1)([CH3:4])([CH3:3])[CH3:2].CCCC[N+](CCCC)(CCCC)CCCC.[F-]. Product: [C:1]([C:5]1[CH:6]=[C:7]([NH:28][C:29]([NH:31][C@@H:32]2[C:41]3[C:36](=[CH:37][CH:38]=[CH:39][CH:40]=3)[C@H:35]([O:42][C:43]3[CH:44]=[CH:45][C:46]4[N:47]([C:49]([N:52]5[CH2:57][CH2:56][CH2:55][CH2:54][CH2:53]5)=[N:50][N:51]=4)[CH:48]=3)[CH2:34][CH2:33]2)=[O:30])[N:8]([C:10]2[CH:15]=[CH:14][C:13]([OH:16])=[C:12]([Cl:27])[CH:11]=2)[N:9]=1)([CH3:4])([CH3:2])[CH3:3]. The catalyst class is: 1. (3) Reactant: [CH2:1]([O:8][C:9]1[C:14](=[O:15])[CH:13]=[C:12]([CH2:16]P(OC)(OC)=O)[O:11][C:10]=1[C:23]([O:25][CH3:26])=[O:24])[C:2]1[CH:7]=[CH:6][CH:5]=[CH:4][CH:3]=1.[Li+].CC([N-]C(C)C)C.[CH:35]([CH:37]1[CH2:41][O:40][C:39]([CH3:43])([CH3:42])[N:38]1[C:44]([O:46][C:47]([CH3:50])([CH3:49])[CH3:48])=[O:45])=O. Product: [CH2:1]([O:8][C:9]1[C:14](=[O:15])[CH:13]=[C:12]([CH:16]=[CH:35][CH:37]2[CH2:41][O:40][C:39]([CH3:42])([CH3:43])[N:38]2[C:44]([O:46][C:47]([CH3:48])([CH3:50])[CH3:49])=[O:45])[O:11][C:10]=1[C:23]([O:25][CH3:26])=[O:24])[C:2]1[CH:3]=[CH:4][CH:5]=[CH:6][CH:7]=1. The catalyst class is: 1. (4) Reactant: [NH2:1][CH2:2][CH2:3][CH2:4][C@@H:5]([NH:27]C(=O)OCC1C=CC=CC=1)[CH2:6][NH:7][C:8](=[O:26])[CH:9]([CH2:18][CH2:19][C:20]1[CH:25]=[CH:24][CH:23]=[CH:22][CH:21]=1)[CH2:10][CH2:11][C:12]1[CH:17]=[CH:16][CH:15]=[CH:14][CH:13]=1. Product: [NH2:27][C@H:5]([CH2:4][CH2:3][CH2:2][NH2:1])[CH2:6][NH:7][C:8](=[O:26])[CH:9]([CH2:18][CH2:19][C:20]1[CH:21]=[CH:22][CH:23]=[CH:24][CH:25]=1)[CH2:10][CH2:11][C:12]1[CH:13]=[CH:14][CH:15]=[CH:16][CH:17]=1. The catalyst class is: 261.